Dataset: HIV replication inhibition screening data with 41,000+ compounds from the AIDS Antiviral Screen. Task: Binary Classification. Given a drug SMILES string, predict its activity (active/inactive) in a high-throughput screening assay against a specified biological target. (1) The compound is CNC(=O)Nc1ccncc1. The result is 0 (inactive). (2) The drug is O=C(CCCC(=O)NNC(=O)Nc1ccc(N=Nc2ccccc2)cc1)NNC(=O)Nc1ccc(N=Nc2ccccc2)cc1. The result is 0 (inactive). (3) The molecule is COc1ccc(OC)c2c(Nc3ccc(S(=O)(=O)O)c4cc(S(=O)(=O)O)cc(S(=O)(=O)O)c34)cc(C)nc12.[NaH]. The result is 0 (inactive). (4) The compound is COc1ccccc1N=NC1=C2NCCN=C1N(c1ccccn1)C(=S)N2c1ccc(Cl)cc1. The result is 0 (inactive).